From a dataset of Forward reaction prediction with 1.9M reactions from USPTO patents (1976-2016). Predict the product of the given reaction. (1) The product is: [CH3:1][O:2][C:3]1[CH:4]=[CH:5][C:6]([N:18]([CH3:19])[S:28]([C:24]2[CH:23]=[N:22][CH:27]=[CH:26][CH:25]=2)(=[O:30])=[O:29])=[C:7]([CH:17]=1)[CH2:8][NH:9][C:10](=[O:16])[O:11][C:12]([CH3:15])([CH3:14])[CH3:13]. Given the reactants [CH3:1][O:2][C:3]1[CH:4]=[CH:5][C:6]([NH:18][CH3:19])=[C:7]([CH:17]=1)[CH2:8][NH:9][C:10](=[O:16])[O:11][C:12]([CH3:15])([CH3:14])[CH3:13].[H-].[Na+].[N:22]1[CH:27]=[CH:26][CH:25]=[C:24]([S:28](Cl)(=[O:30])=[O:29])[CH:23]=1, predict the reaction product. (2) Given the reactants O.[OH-].[Li+].C[O:5][C:6]([C:8]1[CH:13]=[CH:12][C:11](=[O:14])[N:10]([C:15]2[CH:20]=[CH:19][CH:18]=[CH:17][CH:16]=2)[CH:9]=1)=[O:7].O1CCCC1, predict the reaction product. The product is: [O:14]=[C:11]1[N:10]([C:15]2[CH:16]=[CH:17][CH:18]=[CH:19][CH:20]=2)[CH:9]=[C:8]([C:6]([OH:7])=[O:5])[CH:13]=[CH:12]1. (3) The product is: [Cl:3][C:4]1[CH:14]=[CH:13][C:7]([O:8][CH2:9][CH:10]([OH:11])[CH3:12])=[C:6]([CH:15]2[O:16][CH2:17][CH2:18][O:19]2)[CH:5]=1. Given the reactants [BH4-].[Na+].[Cl:3][C:4]1[CH:14]=[CH:13][C:7]([O:8][CH2:9][C:10]([CH3:12])=[O:11])=[C:6]([CH:15]2[O:19][CH2:18][CH2:17][O:16]2)[CH:5]=1, predict the reaction product. (4) Given the reactants [CH3:1][C:2]1[CH:7]=[C:6]([N:8]2[CH2:12][CH2:11][CH:10]([N:13]3[CH2:17][CH2:16][CH2:15][CH:14]3[CH3:18])[CH2:9]2)[CH:5]=[CH:4][C:3]=1[NH2:19].[CH3:20][C:21]1[C:25]([C:26]2[CH:34]=[CH:33][C:29]([C:30](O)=[O:31])=[CH:28][CH:27]=2)=[C:24]([CH3:35])[NH:23][N:22]=1, predict the reaction product. The product is: [CH3:35][C:24]1[C:25]([C:26]2[CH:34]=[CH:33][C:29]([C:30]([NH:19][C:3]3[CH:4]=[CH:5][C:6]([N:8]4[CH2:12][CH2:11][CH:10]([N:13]5[CH2:17][CH2:16][CH2:15][CH:14]5[CH3:18])[CH2:9]4)=[CH:7][C:2]=3[CH3:1])=[O:31])=[CH:28][CH:27]=2)=[C:21]([CH3:20])[NH:22][N:23]=1. (5) Given the reactants ClC1C=CC(SCCCCCCCC(O)=O)=CC=1.[C:19]1([SH:25])[CH:24]=[CH:23][CH:22]=[CH:21][CH:20]=1.Br[CH2:27][C:28]1[CH:33]=[CH:32][C:31]([CH2:34][C:35]([OH:37])=[O:36])=[CH:30][CH:29]=1.[OH-].[K+], predict the reaction product. The product is: [C:19]1([S:25][CH2:27][C:28]2[CH:29]=[CH:30][C:31]([CH2:34][C:35]([OH:37])=[O:36])=[CH:32][CH:33]=2)[CH:24]=[CH:23][CH:22]=[CH:21][CH:20]=1.